From a dataset of Full USPTO retrosynthesis dataset with 1.9M reactions from patents (1976-2016). Predict the reactants needed to synthesize the given product. (1) Given the product [CH3:13][C:6]1([CH3:14])[C:7]2[C:12](=[CH:11][CH:10]=[CH:9][CH:8]=2)[NH:4][C:5]1=[O:15], predict the reactants needed to synthesize it. The reactants are: C([N:4]1[C:12]2[C:7](=[CH:8][CH:9]=[CH:10][CH:11]=2)[C:6]([CH3:14])([CH3:13])[C:5]1=[O:15])(=O)C. (2) Given the product [Cl:1][C:2]1[C:3]([C:22]#[N:23])=[C:4]([C:8]([NH:10][C@@H:11]2[CH2:16][CH2:15][NH:14][CH2:13][C@@H:12]2[CH3:21])=[O:9])[NH:5][C:6]=1[CH3:7], predict the reactants needed to synthesize it. The reactants are: [Cl:1][C:2]1[C:3]([C:22]#[N:23])=[C:4]([C:8]([NH:10][C@@H:11]2[CH2:16][CH2:15][N:14](C(OC)=O)[CH2:13][C@@H:12]2[CH3:21])=[O:9])[NH:5][C:6]=1[CH3:7].[OH-].[K+].O.NN.O.